This data is from KCNQ2 potassium channel screen with 302,405 compounds. The task is: Binary Classification. Given a drug SMILES string, predict its activity (active/inactive) in a high-throughput screening assay against a specified biological target. (1) The drug is S(c1nc(c(cn1)C(O)=O)C)C. The result is 0 (inactive). (2) The drug is S(=O)(=O)(CCN1CCC(O)(CC1)c1ccccc1)c1ccc(cc1)C. The result is 0 (inactive). (3) The molecule is O=C(NC1CCCC1)C(N(c1c(c(ccc1)C)C)C(=O)CNC(=O)c1occc1)c1cccnc1. The result is 0 (inactive). (4) The compound is S(=O)(=O)(N1C(OCC1)CNC(=O)C(=O)NCCCc1ccccc1)c1ccc(OC)cc1. The result is 0 (inactive). (5) The compound is O=C1N(C(\C(C1=O)=C(\O)c1c(n(nc1)c1ccccc1)C)c1c(OC)ccc(OC)c1)CCN(C)C. The result is 0 (inactive). (6) The drug is O=c1n(c2c(nc1CC)cccc2)CC. The result is 0 (inactive). (7) The molecule is Clc1c(nn(c1)C)C(=O)Nc1nn(Cc2ccc(cc2)C)cc1. The result is 0 (inactive). (8) The drug is Clc1c(CN(S(=O)(=O)c2cc(c(n3nnnc3)cc2)C)c2cc3CCCc3cc2)cccc1. The result is 0 (inactive). (9) The compound is O=c1n2CCCCCc2n[nH]1. The result is 0 (inactive).